The task is: Predict the reaction yield, written as a fraction of the theoretical maximum amount of product (1.0 means a 100% yield; for example, 0.34 means a 34% yield).. This data is from Reaction yield outcomes from USPTO patents with 853,638 reactions. (1) The reactants are [Cl:1][C:2]1[CH:21]=[CH:20][C:5]([NH:6][C:7]2[C:16]3[C:11](=[CH:12][C:13]([OH:19])=[C:14]([O:17][CH3:18])[CH:15]=3)[N:10]=[CH:9][N:8]=2)=[C:4]([F:22])[CH:3]=1.Cl.Cl[CH2:25][CH2:26][O:27][C:28]1[CH:33]=[CH:32][CH:31]=[CH:30][N:29]=1.C(=O)([O-])[O-].[K+].[K+]. The catalyst is CN(C=O)C.O. The product is [Cl:1][C:2]1[CH:21]=[CH:20][C:5]([NH:6][C:7]2[C:16]3[C:11](=[CH:12][C:13]([O:19][CH2:25][CH2:26][O:27][C:28]4[CH:33]=[CH:32][CH:31]=[CH:30][N:29]=4)=[C:14]([O:17][CH3:18])[CH:15]=3)[N:10]=[CH:9][N:8]=2)=[C:4]([F:22])[CH:3]=1. The yield is 0.0700. (2) The reactants are [C:1]([OH:6])(=O)[C:2]([CH3:4])=[O:3].O=S(Cl)Cl.[NH:11]1[CH2:15][CH2:14][CH2:13][CH2:12]1. The catalyst is CN(C=O)C.C(Cl)Cl. The product is [N:11]1([C:1](=[O:6])[C:2](=[O:3])[CH3:4])[CH2:15][CH2:14][CH2:13][CH2:12]1. The yield is 0.240.